From a dataset of Forward reaction prediction with 1.9M reactions from USPTO patents (1976-2016). Predict the product of the given reaction. (1) Given the reactants [C:1]([O:5][C:6]([NH:8][C@:9]([CH3:32])([CH2:12][CH2:13][C:14]1[N:15]([CH3:31])[C:16]([C:19](=[O:30])[CH2:20][CH2:21][CH2:22][CH2:23][C:24]2[CH:29]=[CH:28][CH:27]=[CH:26][CH:25]=2)=[CH:17][CH:18]=1)[CH2:10][OH:11])=[O:7])([CH3:4])([CH3:3])[CH3:2].[Cr](O[Cr]([O-])(=O)=O)([O-])(=O)=O.[NH+]1C=CC=CC=1.[NH+]1C=CC=CC=1.CCOCC, predict the reaction product. The product is: [C:1]([O:5][C:6]([NH:8][C@:9]([CH3:32])([CH2:12][CH2:13][C:14]1[N:15]([CH3:31])[C:16]([C:19](=[O:30])[CH2:20][CH2:21][CH2:22][CH2:23][C:24]2[CH:25]=[CH:26][CH:27]=[CH:28][CH:29]=2)=[CH:17][CH:18]=1)[CH:10]=[O:11])=[O:7])([CH3:4])([CH3:3])[CH3:2]. (2) Given the reactants Br[C:2]1[CH:29]=[CH:28][C:5]([CH2:6][NH:7][C:8]2[N:23]=[CH:22][C:21]([C:24]([F:27])([F:26])[F:25])=[CH:20][C:9]=2[C:10]([NH:12][C:13]2[CH:18]=[CH:17][C:16]([F:19])=[CH:15][CH:14]=2)=[O:11])=[CH:4][CH:3]=1.CC([O-])=O.[K+].[CH3:35][C:36]1([CH3:52])[C:40]([CH3:42])([CH3:41])[O:39][B:38]([B:38]2[O:39][C:40]([CH3:42])([CH3:41])[C:36]([CH3:52])([CH3:35])[O:37]2)[O:37]1, predict the reaction product. The product is: [F:19][C:16]1[CH:17]=[CH:18][C:13]([NH:12][C:10](=[O:11])[C:9]2[CH:20]=[C:21]([C:24]([F:27])([F:26])[F:25])[CH:22]=[N:23][C:8]=2[NH:7][CH2:6][C:5]2[CH:28]=[CH:29][C:2]([B:38]3[O:39][C:40]([CH3:42])([CH3:41])[C:36]([CH3:52])([CH3:35])[O:37]3)=[CH:3][CH:4]=2)=[CH:14][CH:15]=1.